This data is from Forward reaction prediction with 1.9M reactions from USPTO patents (1976-2016). The task is: Predict the product of the given reaction. (1) The product is: [C:1]([C:3]1[C:4]([N:15]2[CH2:16][CH2:17][CH:18]([C:21](=[O:23])[NH:36][S:33]([CH2:32][C:26]3[CH:27]=[CH:28][C:29]([F:31])=[CH:30][C:25]=3[F:24])(=[O:34])=[O:35])[CH2:19][CH2:20]2)=[N:5][C:6]([CH3:14])=[C:7]([CH:8]=1)[C:9]([O:11][CH2:12][CH3:13])=[O:10])#[N:2]. Given the reactants [C:1]([C:3]1[C:4]([N:15]2[CH2:20][CH2:19][CH:18]([C:21]([OH:23])=O)[CH2:17][CH2:16]2)=[N:5][C:6]([CH3:14])=[C:7]([C:9]([O:11][CH2:12][CH3:13])=[O:10])[CH:8]=1)#[N:2].[F:24][C:25]1[CH:30]=[C:29]([F:31])[CH:28]=[CH:27][C:26]=1[CH2:32][S:33]([NH2:36])(=[O:35])=[O:34], predict the reaction product. (2) Given the reactants [Br:1][C:2]1[CH:10]=[CH:9][C:8]([O:11][CH2:12][C:13]2[CH:18]=[CH:17][C:16]([F:19])=[CH:15][CH:14]=2)=[CH:7][C:3]=1[C:4]([OH:6])=O.C(Cl)(=O)C(Cl)=O.CN(C=O)C.[CH3:31][N:32]([CH3:40])[CH:33]=[CH:34][C:35]([O:37][CH2:38][CH3:39])=[O:36], predict the reaction product. The product is: [Br:1][C:2]1[CH:10]=[CH:9][C:8]([O:11][CH2:12][C:13]2[CH:18]=[CH:17][C:16]([F:19])=[CH:15][CH:14]=2)=[CH:7][C:3]=1[C:4]([C:34](=[CH:33][N:32]([CH3:40])[CH3:31])[C:35]([O:37][CH2:38][CH3:39])=[O:36])=[O:6]. (3) Given the reactants [CH3:1][O:2][C:3]1[CH:13]=[CH:12][C:6]([CH:7]=[CH:8][C:9](O)=[O:10])=[CH:5][CH:4]=1.O=S(Cl)[Cl:16], predict the reaction product. The product is: [CH3:1][O:2][C:3]1[CH:13]=[CH:12][C:6]([CH:7]=[CH:8][C:9]([Cl:16])=[O:10])=[CH:5][CH:4]=1. (4) Given the reactants Br[C:2]1[C:6]2[CH:7]=[C:8]([CH2:11][OH:12])[CH:9]=[CH:10][C:5]=2[S:4][CH:3]=1.[B:13]1([B:13]2[O:17][C:16]([CH3:19])([CH3:18])[C:15]([CH3:21])([CH3:20])[O:14]2)[O:17][C:16]([CH3:19])([CH3:18])[C:15]([CH3:21])([CH3:20])[O:14]1.CC([O-])=O.[K+], predict the reaction product. The product is: [CH3:20][C:15]1([CH3:21])[C:16]([CH3:19])([CH3:18])[O:17][B:13]([C:2]2[C:6]3[CH:7]=[C:8]([CH2:11][OH:12])[CH:9]=[CH:10][C:5]=3[S:4][CH:3]=2)[O:14]1.